Dataset: Full USPTO retrosynthesis dataset with 1.9M reactions from patents (1976-2016). Task: Predict the reactants needed to synthesize the given product. (1) Given the product [OH:8][C:9]1[CH:10]=[C:11]([CH:27]=[C:28]([O:30][C@@H:31]([CH3:44])[CH2:32][O:33][Si:34]([CH:41]([CH3:43])[CH3:42])([CH:35]([CH3:37])[CH3:36])[CH:38]([CH3:39])[CH3:40])[CH:29]=1)[C:12]([NH:14][C:15]1[CH:19]=[CH:18][N:17]([C:20]([O:22][C:23]([CH3:25])([CH3:26])[CH3:24])=[O:21])[N:16]=1)=[O:13], predict the reactants needed to synthesize it. The reactants are: C([O:8][C:9]1[CH:10]=[C:11]([CH:27]=[C:28]([O:30][C@@H:31]([CH3:44])[CH2:32][O:33][Si:34]([CH:41]([CH3:43])[CH3:42])([CH:38]([CH3:40])[CH3:39])[CH:35]([CH3:37])[CH3:36])[CH:29]=1)[C:12]([NH:14][C:15]1[CH:19]=[CH:18][N:17]([C:20]([O:22][C:23]([CH3:26])([CH3:25])[CH3:24])=[O:21])[N:16]=1)=[O:13])C1C=CC=CC=1. (2) Given the product [CH3:28][O:27][C:22](=[O:26])[C@@H:23]([O:13][C:12](=[O:14])[CH2:11][N:8]1[C:7]2[CH:15]=[CH:16][CH:17]=[C:18]([CH:19]([CH3:21])[CH3:20])[C:6]=2[O:5][C@@H:4]([CH:1]([CH3:3])[CH3:2])[C:9]1=[S:10])[CH3:25], predict the reactants needed to synthesize it. The reactants are: [CH:1]([CH:4]1[C:9](=[S:10])[N:8]([CH2:11][C:12]([OH:14])=[O:13])[C:7]2[CH:15]=[CH:16][CH:17]=[C:18]([CH:19]([CH3:21])[CH3:20])[C:6]=2[O:5]1)([CH3:3])[CH3:2].[C:22]([O:27][CH3:28])(=[O:26])[C@H:23]([CH3:25])O.O. (3) Given the product [F:1][C:2]1[CH:3]=[C:4]([NH:11][C:12]([CH3:17])([CH3:16])[C:13]([O:15][CH3:18])=[O:14])[CH:5]=[CH:6][C:7]=1[CH2:8][O:9][CH3:10], predict the reactants needed to synthesize it. The reactants are: [F:1][C:2]1[CH:3]=[C:4]([NH:11][C:12]([CH3:17])([CH3:16])[C:13]([OH:15])=[O:14])[CH:5]=[CH:6][C:7]=1[CH2:8][O:9][CH3:10].[C:18]([O-])([O-])=O.[K+].[K+].CI. (4) Given the product [NH:25]1[CH2:24][CH2:23][CH:22]([CH2:21][N:17]2[C:18]3[C:14](=[CH:13][C:12]([C:10]4[CH:9]=[N:8][N:7]([CH:2]5[CH2:3][CH2:4][CH2:5][CH2:6][O:1]5)[CH:11]=4)=[CH:20][CH:19]=3)[CH:15]=[CH:16]2)[CH2:26]1, predict the reactants needed to synthesize it. The reactants are: [O:1]1[CH2:6][CH2:5][CH2:4][CH2:3][CH:2]1[N:7]1[CH:11]=[C:10]([C:12]2[CH:13]=[C:14]3[C:18](=[CH:19][CH:20]=2)[N:17]([CH2:21][CH:22]2[CH2:26][N:25](C(OCC4C=CC=CC=4)=O)[CH2:24][CH2:23]2)[CH:16]=[CH:15]3)[CH:9]=[N:8]1.CO.ClCCl.